This data is from Catalyst prediction with 721,799 reactions and 888 catalyst types from USPTO. The task is: Predict which catalyst facilitates the given reaction. (1) Reactant: [CH3:1][C:2]([O:5][C:6]([NH:8][CH2:9][C:10](N(OC)C)=[O:11])=[O:7])([CH3:4])[CH3:3].C[Mg+].[Br-].[C:19]1(C)[CH:24]=C[CH:22]=[CH:21][CH:20]=1.[CH2:26]1[CH2:30][O:29][CH2:28][CH2:27]1.Cl. The catalyst class is: 56. Product: [CH3:28][O:29][C:30]1[CH:26]=[CH:27][C:20]([CH2:21][CH2:22][C:10](=[O:11])[CH2:9][NH:8][C:6](=[O:7])[O:5][C:2]([CH3:1])([CH3:3])[CH3:4])=[CH:19][CH:24]=1. (2) Reactant: O[C:2]12[NH:10][N:9]=[C:8]([C:11]([F:14])([F:13])[F:12])[CH:7]1[CH2:6][CH2:5][N:4]([C:15]([O:17][C:18]([CH3:21])([CH3:20])[CH3:19])=[O:16])[CH2:3]2.C(=O)([O-])[O-].[K+].[K+].Br[CH2:29][C:30]([O:32][CH2:33][CH3:34])=[O:31]. Product: [CH2:33]([O:32][C:30](=[O:31])[CH2:29][N:10]1[C:2]2[CH2:3][N:4]([C:15]([O:17][C:18]([CH3:21])([CH3:20])[CH3:19])=[O:16])[CH2:5][CH2:6][C:7]=2[C:8]([C:11]([F:14])([F:13])[F:12])=[N:9]1)[CH3:34]. The catalyst class is: 21. (3) Reactant: [CH:1]1[C:10]2[C:5](=[CH:6][CH:7]=[CH:8][CH:9]=2)[CH:4]=[C:3]([NH:11][C:12](=[O:29])[C:13]2[CH:18]=[CH:17][CH:16]=[CH:15][C:14]=2[N:19]([C:21]2[CH:26]=[CH:25][N:24]=[C:23]([C:27]#[N:28])[CH:22]=2)[CH3:20])[N:2]=1.C(=O)([O-])[O-:31].[K+].[K+].OO.O. Product: [CH:1]1[C:10]2[C:5](=[CH:6][CH:7]=[CH:8][CH:9]=2)[CH:4]=[C:3]([NH:11][C:12](=[O:29])[C:13]2[CH:18]=[CH:17][CH:16]=[CH:15][C:14]=2[N:19]([C:21]2[CH:26]=[CH:25][N:24]=[C:23]([C:27]([NH2:28])=[O:31])[CH:22]=2)[CH3:20])[N:2]=1. The catalyst class is: 16. (4) Reactant: [F:1][C:2]1[CH:3]=[C:4]2[C:14](=[CH:15][CH:16]=1)[C:7]([CH2:8][C@@H:9]([C:11](O)=[O:12])[NH2:10])=[CH:6][NH:5]2. Product: [NH2:10][CH:9]([CH2:8][C:7]1[C:14]2[C:4](=[CH:3][C:2]([F:1])=[CH:16][CH:15]=2)[NH:5][CH:6]=1)[CH2:11][OH:12]. The catalyst class is: 1. (5) Reactant: [C:1]12([C:25]3[C:17]([C:18]4[C:23]([CH:24]=3)=[CH:22][CH:21]=[CH:20][CH:19]=4)=[CH:16][CH:15]=[CH:14]1)[C:13]1[C:5]([C:6]3[C:11]([CH:12]=1)=[CH:10][CH:9]=[CH:8][CH:7]=3)=[CH:4][CH:3]=[CH:2]2.[N+:26]([O-])([OH:28])=[O:27]. Product: [N+:26]([C:2]1[C:1]2([C:25]3[C:17]([C:18]4[C:23]([CH:24]=3)=[CH:22][CH:21]=[CH:20][CH:19]=4)=[CH:16][CH:15]=[CH:14]2)[C:13]2[C:5](=[CH:4][CH:3]=1)[C:6]1[C:11](=[CH:10][CH:9]=[CH:8][CH:7]=1)[CH:12]=2)([O-:28])=[O:27]. The catalyst class is: 15. (6) Reactant: Br[C:2]1[C:3]2[C:7]([CH:8]=[CH:9][CH:10]=1)=[N:6][N:5]1[C:11]([CH:16]3[CH2:21][CH2:20][N:19]([C:22]([O:24][C:25]([CH3:28])([CH3:27])[CH3:26])=[O:23])[CH2:18][CH2:17]3)=[CH:12][C:13](=[O:15])[NH:14][C:4]=21.[CH3:29][N:30]1[CH:34]=[C:33](B(O)O)[CH:32]=[N:31]1.P([O-])([O-])([O-])=O.[K+].[K+].[K+]. Product: [CH3:29][N:30]1[CH:34]=[C:33]([C:2]2[C:3]3[C:7]([CH:8]=[CH:9][CH:10]=2)=[N:6][N:5]2[C:11]([CH:16]4[CH2:21][CH2:20][N:19]([C:22]([O:24][C:25]([CH3:26])([CH3:28])[CH3:27])=[O:23])[CH2:18][CH2:17]4)=[CH:12][C:13](=[O:15])[NH:14][C:4]=32)[CH:32]=[N:31]1. The catalyst class is: 7. (7) Reactant: O1[CH2:6][CH2:5][O:4][CH2:3]C1.[OH-].[Na+].[CH3:9][O:10][C:11]1[CH:16]=[CH:15][CH:14]=[CH:13][C:12]=1[OH:17].C(C1OC1)Cl. Product: [CH3:9][O:10][C:11]1[CH:16]=[CH:15][CH:14]=[CH:13][C:12]=1[O:17][CH2:6][CH:5]1[O:4][CH2:3]1. The catalyst class is: 280. (8) Reactant: [CH3:1][N:2]([CH3:28])[C:3]([C:5]1[O:6][C:7]2[C:13]([N:14]3[CH2:19][CH2:18][N:17]([CH2:20][CH2:21][C:22]4[CH:27]=[CH:26][CH:25]=[CH:24][N:23]=4)[CH2:16][CH2:15]3)=[CH:12][CH:11]=[CH:10][C:8]=2[CH:9]=1)=[O:4].[Br:29]N1C(=O)CCC1=O. Product: [Br:29][C:10]1[C:8]2[CH:9]=[C:5]([C:3]([N:2]([CH3:1])[CH3:28])=[O:4])[O:6][C:7]=2[C:13]([N:14]2[CH2:15][CH2:16][N:17]([CH2:20][CH2:21][C:22]3[CH:27]=[CH:26][CH:25]=[CH:24][N:23]=3)[CH2:18][CH2:19]2)=[CH:12][CH:11]=1. The catalyst class is: 4. (9) Reactant: C(S([NH:7][C@H:8]([C:19]1[CH:24]=[C:23]([F:25])[CH:22]=[C:21]([F:26])[CH:20]=1)[CH2:9][S:10][C:11]([CH3:18])([CH3:17])[C:12](OCC)=[O:13])=O)(C)(C)C.Cl.C(N(CC)CC)C.C1(C)C=CC=CC=1. Product: [F:26][C:21]1[CH:20]=[C:19]([C@H:8]2[NH:7][C:12](=[O:13])[C:11]([CH3:18])([CH3:17])[S:10][CH2:9]2)[CH:24]=[C:23]([F:25])[CH:22]=1. The catalyst class is: 5. (10) Reactant: [CH:1]([C:4]1[NH:5][C:6]([C:27]2[CH:32]=[CH:31][CH:30]=[C:29]([CH3:33])[N:28]=2)=[C:7]([C:9]2[CH:10]=[C:11]([C:15]3[CH:19]=[CH:18][N:17](C(OC(C)(C)C)=O)[CH:16]=3)[CH:12]=[CH:13][CH:14]=2)[N:8]=1)([CH3:3])[CH3:2].C[O-].[Na+].CO.O. Product: [CH:1]([C:4]1[NH:5][C:6]([C:27]2[CH:32]=[CH:31][CH:30]=[C:29]([CH3:33])[N:28]=2)=[C:7]([C:9]2[CH:14]=[CH:13][CH:12]=[C:11]([C:15]3[CH:19]=[CH:18][NH:17][CH:16]=3)[CH:10]=2)[N:8]=1)([CH3:3])[CH3:2]. The catalyst class is: 7.